Dataset: Catalyst prediction with 721,799 reactions and 888 catalyst types from USPTO. Task: Predict which catalyst facilitates the given reaction. Reactant: Cl.[CH3:2][O:3][N:4]=[C:5]1[CH:9]([CH2:10][NH2:11])[CH2:8][NH:7][CH2:6]1.C(N(CC)CC)C.[C:19]([O:25][CH2:26][CH3:27])(=[O:24])[CH2:20][C:21]([CH3:23])=O. Product: [CH3:2][O:3]/[N:4]=[C:5]1/[CH:9]([CH2:10][NH:11]/[C:21](/[CH3:23])=[CH:20]\[C:19]([O:25][CH2:26][CH3:27])=[O:24])[CH2:8][NH:7][CH2:6]/1. The catalyst class is: 5.